This data is from Peptide-MHC class I binding affinity with 185,985 pairs from IEDB/IMGT. The task is: Regression. Given a peptide amino acid sequence and an MHC pseudo amino acid sequence, predict their binding affinity value. This is MHC class I binding data. (1) The peptide sequence is LPVEYLQVP. The MHC is HLA-B39:01 with pseudo-sequence HLA-B39:01. The binding affinity (normalized) is 0.0847. (2) The peptide sequence is DVSVSVGTGI. The MHC is HLA-A02:01 with pseudo-sequence HLA-A02:01. The binding affinity (normalized) is 0. (3) The peptide sequence is SMFTFAML. The MHC is H-2-Kb with pseudo-sequence H-2-Kb. The binding affinity (normalized) is 1.00. (4) The peptide sequence is LERTSKASLER. The MHC is HLA-A32:01 with pseudo-sequence HLA-A32:01. The binding affinity (normalized) is 0. (5) The peptide sequence is FPFKYAAAV. The MHC is Mamu-A2201 with pseudo-sequence Mamu-A2201. The binding affinity (normalized) is 0.344.